Dataset: Reaction yield outcomes from USPTO patents with 853,638 reactions. Task: Predict the reaction yield, written as a fraction of the theoretical maximum amount of product (1.0 means a 100% yield; for example, 0.34 means a 34% yield). (1) The reactants are Cl.[Cl:2][C:3]1[CH:8]=[C:7]([Cl:9])[CH:6]=[CH:5][C:4]=1[CH:10]1[CH2:15][CH:14]([C:16]([O:18][CH3:19])=[O:17])[CH2:13][CH2:12][NH:11]1.CCN(C(C)C)C(C)C.[C:29](Cl)(=[O:32])[O:30][CH3:31]. The catalyst is C(Cl)Cl. The product is [Cl:2][C:3]1[CH:8]=[C:7]([Cl:9])[CH:6]=[CH:5][C:4]=1[CH:10]1[CH2:15][CH:14]([C:16]([O:18][CH3:19])=[O:17])[CH2:13][CH2:12][N:11]1[C:29]([O:30][CH3:31])=[O:32]. The yield is 0.930. (2) The reactants are [C:1]([C@H:5]1[CH2:10][CH2:9][C@H:8]([O:11][C:12]2[C:13](C(F)(F)F)=[C:14]3[C:19](=[CH:20][CH:21]=2)[CH:18]=[C:17]([CH2:22][N:23]2[CH2:26][CH:25]([C:27]([O:29][CH3:30])=[O:28])[CH2:24]2)[CH:16]=[CH:15]3)[CH2:7][CH2:6]1)([CH3:4])([CH3:3])[CH3:2].C1C(=O)N([Cl:42])C(=O)C1.C(O)(C(F)(F)F)=O.C([O-])([O-])=O.[Na+].[Na+]. The catalyst is CC#N. The product is [C:1]([C@H:5]1[CH2:10][CH2:9][C@H:8]([O:11][C:12]2[C:13]([Cl:42])=[C:14]3[C:19](=[CH:20][CH:21]=2)[CH:18]=[C:17]([CH2:22][N:23]2[CH2:26][CH:25]([C:27]([O:29][CH3:30])=[O:28])[CH2:24]2)[CH:16]=[CH:15]3)[CH2:7][CH2:6]1)([CH3:4])([CH3:3])[CH3:2]. The yield is 0.430. (3) The reactants are [C:1]([N:4]1[CH2:9][CH2:8][N:7]2[N:10]=[C:11]([NH:13][C:14]3[C:15](=[O:22])[N:16]([CH3:21])[CH:17]=[C:18](Br)[CH:19]=3)[CH:12]=[C:6]2[CH2:5]1)(=[O:3])[CH3:2].[C:23]([O:26][CH2:27][C:28]1[C:33](B2OC(C)(C)C(C)(C)O2)=[CH:32][CH:31]=[CH:30][C:29]=1[N:43]1[CH2:55][CH2:54][N:46]2[C:47]3[CH2:48][CH2:49][CH2:50][CH2:51][C:52]=3[CH:53]=[C:45]2[C:44]1=[O:56])(=[O:25])[CH3:24].COCCOC.C(=O)([O-])[O-].[Na+].[Na+]. The catalyst is C1C=CC([P]([Pd]([P](C2C=CC=CC=2)(C2C=CC=CC=2)C2C=CC=CC=2)([P](C2C=CC=CC=2)(C2C=CC=CC=2)C2C=CC=CC=2)[P](C2C=CC=CC=2)(C2C=CC=CC=2)C2C=CC=CC=2)(C2C=CC=CC=2)C2C=CC=CC=2)=CC=1.CO.CCOCC.O.C(OCC)(=O)C. The product is [C:23]([O:26][CH2:27][C:28]1[C:29]([N:43]2[CH2:55][CH2:54][N:46]3[C:47]4[CH2:48][CH2:49][CH2:50][CH2:51][C:52]=4[CH:53]=[C:45]3[C:44]2=[O:56])=[CH:30][CH:31]=[CH:32][C:33]=1[C:18]1[CH:19]=[C:14]([NH:13][C:11]2[CH:12]=[C:6]3[CH2:5][N:4]([C:1](=[O:3])[CH3:2])[CH2:9][CH2:8][N:7]3[N:10]=2)[C:15](=[O:22])[N:16]([CH3:21])[CH:17]=1)(=[O:25])[CH3:24]. The yield is 0.330. (4) The reactants are [CH3:1][O:2][C:3]1[CH:47]=[CH:46][C:6]([CH2:7][N:8]([CH2:37][C:38]2[CH:43]=[CH:42][C:41]([O:44][CH3:45])=[CH:40][CH:39]=2)[C:9]2[N:14]=[C:13]([CH3:15])[N:12]=[C:11]([C:16]3[C:17]([NH:22][C:23]4[CH:24]=[CH:25][C:26]([NH:29]C(=O)OC(C)(C)C)=[N:27][CH:28]=4)=[N:18][CH:19]=[CH:20][CH:21]=3)[N:10]=2)=[CH:5][CH:4]=1.C(O)(C(F)(F)F)=O. The catalyst is C(Cl)Cl. The product is [CH3:1][O:2][C:3]1[CH:4]=[CH:5][C:6]([CH2:7][N:8]([CH2:37][C:38]2[CH:39]=[CH:40][C:41]([O:44][CH3:45])=[CH:42][CH:43]=2)[C:9]2[N:14]=[C:13]([CH3:15])[N:12]=[C:11]([C:16]3[C:17]([NH:22][C:23]4[CH:24]=[CH:25][C:26]([NH2:29])=[N:27][CH:28]=4)=[N:18][CH:19]=[CH:20][CH:21]=3)[N:10]=2)=[CH:46][CH:47]=1. The yield is 0.950. (5) The reactants are [C:1]([C:5]1[N:9]([CH2:10][CH:11]2[CH2:16][CH2:15][C:14]([F:18])([F:17])[CH2:13][CH2:12]2)[C:8]2[CH:19]=[CH:20][C:21]([S:23]([N:26]3[CH2:31][CH2:30][O:29][CH:28]([C:32]([OH:34])=O)[CH2:27]3)(=[O:25])=[O:24])=[CH:22][C:7]=2[N:6]=1)([CH3:4])([CH3:3])[CH3:2].[CH:35]([N:38](CC)C(C)C)(C)C.CN.CN(C(ON1N=NC2C=CC=NC1=2)=[N+](C)C)C.F[P-](F)(F)(F)(F)F. The catalyst is CN(C=O)C. The product is [C:1]([C:5]1[N:9]([CH2:10][CH:11]2[CH2:16][CH2:15][C:14]([F:17])([F:18])[CH2:13][CH2:12]2)[C:8]2[CH:19]=[CH:20][C:21]([S:23]([N:26]3[CH2:31][CH2:30][O:29][C@@H:28]([C:32]([NH:38][CH3:35])=[O:34])[CH2:27]3)(=[O:24])=[O:25])=[CH:22][C:7]=2[N:6]=1)([CH3:4])([CH3:3])[CH3:2]. The yield is 0.780. (6) The product is [CH:20]([N:23]1[CH2:28][CH2:27][CH:26]([O:17][C:14]2[CH:15]=[CH:16][C:11]([C:5]3([CH2:4][N:2]([CH3:1])[CH3:3])[CH2:6][CH2:7][O:8][CH2:9][CH2:10]3)=[CH:12][CH:13]=2)[CH2:25][CH2:24]1)([CH3:22])[CH3:21]. The reactants are [CH3:1][N:2]([CH2:4][C:5]1([C:11]2[CH:16]=[CH:15][C:14]([OH:17])=[CH:13][CH:12]=2)[CH2:10][CH2:9][O:8][CH2:7][CH2:6]1)[CH3:3].[H-].[Na+].[CH:20]([N:23]1[CH2:28][CH2:27][CH:26](OS(C)(=O)=O)[CH2:25][CH2:24]1)([CH3:22])[CH3:21]. The catalyst is CN(C=O)C.CC(OC)(C)C.O.[OH-].[Na+]. The yield is 0.170. (7) The reactants are [F:1][C:2]1[CH:3]=[CH:4][C:5]([N:13]2[CH2:18][CH2:17][N:16]([CH2:19][CH2:20][C:21]3[CH:26]=[CH:25][CH:24]=[C:23]([N+:27]([O-])=O)[CH:22]=3)[CH2:15][CH2:14]2)=[C:6]2[C:11]=1[N:10]=[C:9]([CH3:12])[CH:8]=[CH:7]2.[Cl-].[NH4+]. The catalyst is CO.O.[Fe]. The product is [F:1][C:2]1[CH:3]=[CH:4][C:5]([N:13]2[CH2:14][CH2:15][N:16]([CH2:19][CH2:20][C:21]3[CH:22]=[C:23]([CH:24]=[CH:25][CH:26]=3)[NH2:27])[CH2:17][CH2:18]2)=[C:6]2[C:11]=1[N:10]=[C:9]([CH3:12])[CH:8]=[CH:7]2. The yield is 0.770. (8) The reactants are C1[CH2:5][O:4]CC1.[NH2:6][C:7]1[C:12]2=[C:13]([C:27]3[CH:32]=[CH:31][C:30]([NH:33][C:34]([NH:36][C:37]4[CH:42]=[C:41]([C:43]([F:46])([F:45])[F:44])[CH:40]=[CH:39][N:38]=4)=[O:35])=[CH:29][CH:28]=3)[C:14]([C:16](N[C@H](C(OCC)=O)CO)=[O:17])=[CH:15][N:11]2[N:10]=[CH:9][N:8]=1.CC[N:49](S(F)(F)F)CC.C([O-])([O-])=O.[K+].[K+].[CH3:62][CH2:63][O:64][C:65]([CH3:67])=[O:66]. The catalyst is C(Cl)Cl.CCOC(C)=O.CO. The product is [NH2:6][C:7]1[C:12]2=[C:13]([C:27]3[CH:28]=[CH:29][C:30]([NH:33][C:34]([NH:36][C:37]4[CH:42]=[C:41]([C:43]([F:44])([F:46])[F:45])[CH:40]=[CH:39][N:38]=4)=[O:35])=[CH:31][CH:32]=3)[C:14]([C:16]([O:4][CH2:5][CH:67]([NH2:49])[C:65]([O:64][CH2:63][CH3:62])=[O:66])=[O:17])=[CH:15][N:11]2[N:10]=[CH:9][N:8]=1. The yield is 0.0900. (9) The reactants are [CH:1]1([CH:7]([NH:19][C:20]2[CH:28]=[CH:27][C:23]([C:24]([OH:26])=O)=[CH:22][CH:21]=2)[C:8]2[O:9][C:10]3[CH:17]=[C:16]([F:18])[CH:15]=[CH:14][C:11]=3[C:12]=2[CH3:13])[CH2:6][CH2:5][CH2:4][CH2:3][CH2:2]1.[CH3:29][NH:30][CH2:31][CH2:32][C:33]([O:35][CH2:36][CH3:37])=[O:34].O.ON1C2C=CC=CC=2N=N1.Cl.C(N=C=NCCCN(C)C)C.Cl. The catalyst is CN(C)C=O.C(N(CC)CC)C. The product is [CH:1]1([CH:7]([NH:19][C:20]2[CH:28]=[CH:27][C:23]([C:24]([N:30]([CH3:29])[CH2:31][CH2:32][C:33]([O:35][CH2:36][CH3:37])=[O:34])=[O:26])=[CH:22][CH:21]=2)[C:8]2[O:9][C:10]3[CH:17]=[C:16]([F:18])[CH:15]=[CH:14][C:11]=3[C:12]=2[CH3:13])[CH2:6][CH2:5][CH2:4][CH2:3][CH2:2]1. The yield is 0.950.